This data is from Full USPTO retrosynthesis dataset with 1.9M reactions from patents (1976-2016). The task is: Predict the reactants needed to synthesize the given product. (1) Given the product [C:1]([N:5]1[C:9](=[O:10])[C:8]([NH:11][CH:12]2[CH2:17][CH2:16][N:15]([CH2:27][CH2:28][C:29]3[CH:34]=[CH:33][CH:32]=[CH:31][CH:30]=3)[CH2:14][CH2:13]2)=[C:7]([C:18]2[CH:19]=[CH:20][CH:21]=[CH:22][CH:23]=2)[S:6]1(=[O:25])=[O:24])([CH3:4])([CH3:2])[CH3:3], predict the reactants needed to synthesize it. The reactants are: [C:1]([N:5]1[C:9](=[O:10])[C:8]([NH:11][CH:12]2[CH2:17][CH2:16][NH:15][CH2:14][CH2:13]2)=[C:7]([C:18]2[CH:23]=[CH:22][CH:21]=[CH:20][CH:19]=2)[S:6]1(=[O:25])=[O:24])([CH3:4])([CH3:3])[CH3:2].Br[CH2:27][CH2:28][C:29]1[CH:34]=[CH:33][CH:32]=[CH:31][CH:30]=1. (2) Given the product [CH:11]1([CH2:10][C:7]2[CH:6]=[CH:5][C:4]([C:3]([OH:19])=[O:2])=[CH:9][CH:8]=2)[CH2:18][CH2:17][CH2:16][CH2:15][CH2:14][C:13]#[C:12]1, predict the reactants needed to synthesize it. The reactants are: C[O:2][C:3](=[O:19])[C:4]1[CH:9]=[CH:8][C:7]([CH2:10][CH:11]2[CH2:18][CH2:17][CH2:16][CH2:15][CH2:14][C:13]#[C:12]2)=[CH:6][CH:5]=1.[Li+].[OH-]. (3) Given the product [Cl:1][C:2]1[CH:10]=[C:9]2[C:5]([C:6]([C:11]([OH:13])=[O:12])=[CH:7][NH:8]2)=[CH:4][C:3]=1[C:15]1[CH:16]=[CH:17][C:18]([O:21][CH2:22][C@@H:23]2[CH2:27][CH2:26][CH2:25][NH:24]2)=[CH:19][CH:20]=1, predict the reactants needed to synthesize it. The reactants are: [Cl:1][C:2]1[CH:10]=[C:9]2[C:5]([C:6]([C:11]([O:13]C)=[O:12])=[CH:7][NH:8]2)=[CH:4][C:3]=1[C:15]1[CH:20]=[CH:19][C:18]([O:21][CH2:22][C@@H:23]2[CH2:27][CH2:26][CH2:25][NH:24]2)=[CH:17][CH:16]=1.[OH-].[Na+].